Dataset: Full USPTO retrosynthesis dataset with 1.9M reactions from patents (1976-2016). Task: Predict the reactants needed to synthesize the given product. (1) Given the product [Br:15][C:12]([F:13])([F:14])[C:11]([N:5]1[CH2:6][CH2:7][N:2]([CH3:1])[CH2:3][CH2:4]1)=[O:16], predict the reactants needed to synthesize it. The reactants are: [CH3:1][N:2]1[CH2:7][CH2:6][NH:5][CH2:4][CH2:3]1.C(O[C:11](=[O:16])[C:12]([Br:15])([F:14])[F:13])C. (2) Given the product [CH:11]([OH:13])=[O:12].[CH3:33][O:34][C:35]1[CH:36]=[C:37]([C:41]2[CH:42]=[C:43]([NH:46][C:11](=[O:13])[CH2:10][CH2:9][CH2:8][N:2]3[CH2:3][CH2:4][CH2:5][CH2:6][CH2:7]3)[NH:44][N:45]=2)[CH:38]=[N:39][CH:40]=1, predict the reactants needed to synthesize it. The reactants are: Cl.[N:2]1([CH2:8][CH2:9][CH2:10][C:11]([OH:13])=[O:12])[CH2:7][CH2:6][CH2:5][CH2:4][CH2:3]1.CCN(CC)CC.C1N=CN(C(N2C=NC=C2)=O)C=1.[CH3:33][O:34][C:35]1[CH:36]=[C:37]([C:41]2[CH:42]=[C:43]([NH2:46])[NH:44][N:45]=2)[CH:38]=[N:39][CH:40]=1.